The task is: Predict the reactants needed to synthesize the given product.. This data is from Full USPTO retrosynthesis dataset with 1.9M reactions from patents (1976-2016). (1) Given the product [F:9][C:8]([F:11])([F:10])[C:7]([C:4]1[O:5][CH:6]=[C:2]([C:20]2[CH:21]=[C:16]([CH:17]=[CH:18][CH:19]=2)[C:13]([OH:15])=[O:14])[CH:3]=1)=[O:12], predict the reactants needed to synthesize it. The reactants are: Br[C:2]1[CH:3]=[C:4]([C:7](=[O:12])[C:8]([F:11])([F:10])[F:9])[O:5][CH:6]=1.[C:13]([C:16]1[CH:17]=[C:18](B(O)O)[CH:19]=[CH:20][CH:21]=1)([OH:15])=[O:14]. (2) Given the product [Cl:8][C:5]1[CH:4]=[CH:3][C:2]([CH:14]=[O:15])=[CH:7][N:6]=1, predict the reactants needed to synthesize it. The reactants are: Br[C:2]1[CH:3]=[CH:4][C:5]([Cl:8])=[N:6][CH:7]=1.C([Li])CCC.[CH:14](N1CCCCC1)=[O:15].